Dataset: Peptide-MHC class II binding affinity with 134,281 pairs from IEDB. Task: Regression. Given a peptide amino acid sequence and an MHC pseudo amino acid sequence, predict their binding affinity value. This is MHC class II binding data. (1) The peptide sequence is GELQIVDKIDAAFKL. The MHC is DRB1_1302 with pseudo-sequence DRB1_1302. The binding affinity (normalized) is 0.614. (2) The peptide sequence is AKKYFAATQFEPLAA. The MHC is HLA-DPA10103-DPB10401 with pseudo-sequence HLA-DPA10103-DPB10401. The binding affinity (normalized) is 1.00. (3) The peptide sequence is IQARAAALAFEQAYA. The MHC is HLA-DQA10102-DQB10602 with pseudo-sequence HLA-DQA10102-DQB10602. The binding affinity (normalized) is 0.588. (4) The peptide sequence is MGDDGVLACAIATHAKIRD. The MHC is HLA-DPA10301-DPB10402 with pseudo-sequence HLA-DPA10301-DPB10402. The binding affinity (normalized) is 0.273.